From a dataset of Full USPTO retrosynthesis dataset with 1.9M reactions from patents (1976-2016). Predict the reactants needed to synthesize the given product. (1) Given the product [CH3:20][N:16]1[C:17]2[C:13](=[CH:12][C:11]([CH:24]=[O:25])=[CH:19][CH:18]=2)[CH:14]=[N:15]1, predict the reactants needed to synthesize it. The reactants are: [Li]CCCC.C([Mg]Br)C.Br[C:11]1[CH:12]=[C:13]2[C:17](=[CH:18][CH:19]=1)[N:16]([CH3:20])[N:15]=[CH:14]2.CN([CH:24]=[O:25])C. (2) Given the product [CH3:1][O:2][C:3]1[C:16]([O:17][CH3:18])=[CH:15][CH:14]=[C:13]([C:19]2[CH:20]=[C:21]3[C:25](=[CH:26][CH:27]=2)[C:24](=[O:28])[O:23][CH2:22]3)[C:4]=1[O:5][CH2:6][C:7]([CH3:12])([CH3:11])[C:8]([NH:31][CH3:30])=[O:9], predict the reactants needed to synthesize it. The reactants are: [CH3:1][O:2][C:3]1[C:16]([O:17][CH3:18])=[CH:15][CH:14]=[C:13]([C:19]2[CH:20]=[C:21]3[C:25](=[CH:26][CH:27]=2)[C:24](=[O:28])[O:23][CH2:22]3)[C:4]=1[O:5][CH2:6][C:7]([CH3:12])([CH3:11])[C:8](O)=[O:9].Cl.[CH3:30][N:31](C)CCCN=C=NCC.C(N(CC)CC)C.O.ON1C2C=CC=CC=2N=N1.CN.C1COCC1.